From a dataset of Full USPTO retrosynthesis dataset with 1.9M reactions from patents (1976-2016). Predict the reactants needed to synthesize the given product. (1) Given the product [Br:1][C:2]1[C:3]([CH:8]2[O:12][CH2:11][CH2:10][O:9]2)=[N:4][CH:5]=[CH:6][CH:7]=1, predict the reactants needed to synthesize it. The reactants are: [Br:1][C:2]1[C:3]([CH:8]=[O:9])=[N:4][CH:5]=[CH:6][CH:7]=1.[CH2:10](O)[CH2:11][OH:12].O. (2) Given the product [Li+:27].[C:16]([NH:15][C:12]1[C:11](=[O:24])[N:10]2[CH:6]([C:4]([O-:5])=[O:3])[CH2:7][CH2:8][C:9]2=[N:14][CH:13]=1)(=[O:23])[C:17]1[CH:22]=[CH:21][CH:20]=[CH:19][CH:18]=1, predict the reactants needed to synthesize it. The reactants are: C([O:3][C:4]([CH:6]1[N:10]2[C:11](=[O:24])[C:12]([NH:15][C:16](=[O:23])[C:17]3[CH:22]=[CH:21][CH:20]=[CH:19][CH:18]=3)=[CH:13][N:14]=[C:9]2[CH2:8][CH2:7]1)=[O:5])C.O.[OH-].[Li+:27]. (3) Given the product [ClH:37].[NH2:20][CH:17]1[CH2:16][CH2:15][N:14]([C:10]2[CH:9]=[C:8]3[C:13](=[CH:12][CH:11]=2)[N:4]([C:1](=[O:3])[CH3:2])[C@@H:5]([CH3:36])[C@H:6]([CH3:35])[C@H:7]3[NH:28][C:29]2[CH:30]=[CH:31][CH:32]=[CH:33][CH:34]=2)[CH2:19][CH2:18]1, predict the reactants needed to synthesize it. The reactants are: [C:1]([N:4]1[C:13]2[C:8](=[CH:9][C:10]([N:14]3[CH2:19][CH2:18][CH:17]([NH:20]C(=O)OC(C)(C)C)[CH2:16][CH2:15]3)=[CH:11][CH:12]=2)[C@H:7]([NH:28][C:29]2[CH:34]=[CH:33][CH:32]=[CH:31][CH:30]=2)[C@@H:6]([CH3:35])[C@@H:5]1[CH3:36])(=[O:3])[CH3:2].[ClH:37].O1CCOCC1. (4) Given the product [Br:20][C:19]1[CH:18]=[N:17][N:14]2[CH:15]=[CH:16][C:11]([NH:10][CH2:6][CH2:7][CH2:8][CH3:9])=[N:12][C:13]=12, predict the reactants needed to synthesize it. The reactants are: C([O-])(=O)C.[Na+].[CH2:6]([NH:10][C:11]1[CH:16]=[CH:15][N:14]2[N:17]=[CH:18][CH:19]=[C:13]2[N:12]=1)[CH2:7][CH2:8][CH3:9].[Br:20]Br.C(=O)(O)[O-].[Na+].